From a dataset of Forward reaction prediction with 1.9M reactions from USPTO patents (1976-2016). Predict the product of the given reaction. (1) The product is: [CH3:22][O:23][N:24]=[C:12]([C@@H:10]1[CH2:11][C@H:9]1[C:3]1[C:4]([F:8])=[CH:5][CH:6]=[CH:7][C:2]=1[Cl:1])[CH3:13]. Given the reactants [Cl:1][C:2]1[CH:7]=[CH:6][CH:5]=[C:4]([F:8])[C:3]=1[C@@H:9]1[CH2:11][C@H:10]1[C:12](=O)[CH3:13].N1C=CC=CC=1.Cl.[CH3:22][O:23][NH2:24], predict the reaction product. (2) Given the reactants [Br:1][C:2]1[C:3]([C@@H:10]([NH:20][C:21](=[O:39])[CH2:22][N:23]2[C:31]3[C:30]([F:33])([F:32])[CH2:29][CH2:28][C:27](F)(F)[C:26]=3[C:25]([CH:36]([F:38])[F:37])=[N:24]2)[CH2:11][C:12]2[CH:17]=[C:16]([F:18])[CH:15]=[C:14]([F:19])[CH:13]=2)=[N:4][C:5]([S:8][CH3:9])=[N:6][CH:7]=1.[F:40]C1(F)C2N(CC(O)=O)N=C(C(F)(F)F)C=2[C@H]2C[C@@H]12.Cl.BrC1C([C@@H](N)CC2C=C(F)C=C(F)C=2)=NC(SC)=NC=1, predict the reaction product. The product is: [Br:1][C:2]1[C:3]([C@@H:10]([NH:20][C:21](=[O:39])[CH2:22][N:23]2[C:31]3[C:30]([F:32])([F:33])[C@@H:29]4[CH2:28][C@@H:27]4[C:26]=3[C:25]([C:36]([F:40])([F:38])[F:37])=[N:24]2)[CH2:11][C:12]2[CH:17]=[C:16]([F:18])[CH:15]=[C:14]([F:19])[CH:13]=2)=[N:4][C:5]([S:8][CH3:9])=[N:6][CH:7]=1.